This data is from Forward reaction prediction with 1.9M reactions from USPTO patents (1976-2016). The task is: Predict the product of the given reaction. (1) Given the reactants [C:1]1([OH:7])[CH:6]=[CH:5][CH:4]=[CH:3][CH:2]=1.O[CH:9]1[CH2:13][CH2:12][NH:11][C:10]1=[O:14].C1(P(C2C=CC=CC=2)C2C=CC=CC=2)C=CC=CC=1.CC(OC(/N=N/C(OC(C)C)=O)=O)C, predict the reaction product. The product is: [O:7]([CH:9]1[CH2:13][CH2:12][NH:11][C:10]1=[O:14])[C:1]1[CH:6]=[CH:5][CH:4]=[CH:3][CH:2]=1. (2) Given the reactants [CH3:1][C:2]1([NH:13][C:14]2[C:15]([C:30]([F:33])([F:32])[F:31])=[CH:16][C:17]3[O:28][CH2:27][C:20]4=[N:21][NH:22][C:23](=[O:26])[C@@H:24]([CH3:25])[N:19]4[C:18]=3[CH:29]=2)[CH2:5][N:4](C(OC(C)(C)C)=O)[CH2:3]1.[C:34]([OH:40])([C:36]([F:39])([F:38])[F:37])=[O:35], predict the reaction product. The product is: [F:37][C:36]([F:39])([F:38])[C:34]([OH:40])=[O:35].[CH3:25][C@@H:24]1[C:23](=[O:26])[NH:22][N:21]=[C:20]2[CH2:27][O:28][C:17]3[CH:16]=[C:15]([C:30]([F:32])([F:31])[F:33])[C:14]([NH:13][C:2]4([CH3:1])[CH2:3][NH:4][CH2:5]4)=[CH:29][C:18]=3[N:19]12. (3) Given the reactants [F:1][C:2]([F:30])([F:29])[C@H:3]1[CH2:8][CH2:7][C@H:6]([C:9]([N:11]2[CH2:15][CH2:14][CH2:13][CH:12]2COC2C(C(OCC)=O)=NC=CC=2)=[O:10])[CH2:5][CH2:4]1.CO[C:33]1[CH:34]=[C:35]([O:44][CH2:45][C@H]2CCCN2C([C@H]2CC[C@H](C(F)(F)F)CC2)=O)[C:36]([C:39]([O:41]CC)=[O:40])=[N:37][CH:38]=1, predict the reaction product. The product is: [F:30][C:2]([F:1])([F:29])[C@H:3]1[CH2:4][CH2:5][C@H:6]([C:9]([N:11]2[CH2:12][CH2:13][CH:14]([CH2:45][O:44][C:35]3[C:36]([C:39]([OH:41])=[O:40])=[N:37][CH:38]=[CH:33][CH:34]=3)[CH2:15]2)=[O:10])[CH2:7][CH2:8]1.